Dataset: Catalyst prediction with 721,799 reactions and 888 catalyst types from USPTO. Task: Predict which catalyst facilitates the given reaction. (1) The catalyst class is: 87. Reactant: [OH-].[Na+].C[O:4][C:5](=[O:37])[CH2:6][C@H:7]1[CH2:12][CH2:11][C@H:10]([C:13]2[CH:18]=[CH:17][C:16]([NH:19][C:20](=[O:36])[CH2:21][CH2:22][NH:23][C:24]([C:26]3[NH:27][C:28]4[C:33]([CH:34]=3)=[CH:32][C:31]([Cl:35])=[CH:30][CH:29]=4)=[O:25])=[CH:15][CH:14]=2)[CH2:9][CH2:8]1. Product: [Cl:35][C:31]1[CH:32]=[C:33]2[C:28](=[CH:29][CH:30]=1)[NH:27][C:26]([C:24]([NH:23][CH2:22][CH2:21][C:20]([NH:19][C:16]1[CH:17]=[CH:18][C:13]([C@H:10]3[CH2:11][CH2:12][C@H:7]([CH2:6][C:5]([OH:37])=[O:4])[CH2:8][CH2:9]3)=[CH:14][CH:15]=1)=[O:36])=[O:25])=[CH:34]2. (2) Reactant: [CH3:1][O:2][C:3]1[CH:4]=[C:5]([CH:26]=[CH:27][CH:28]=1)[C:6]([NH:8][CH:9]([C:11]1[N:16]=[N:15][C:14]([NH:17][C:18]2[CH:23]=[CH:22][C:21]([O:24][CH3:25])=[CH:20][CH:19]=2)=[N:13][CH:12]=1)[CH3:10])=O.P(Cl)(Cl)(Cl)=O. Product: [CH3:10][C:9]1[N:8]=[C:6]([C:5]2[CH:26]=[CH:27][CH:28]=[C:3]([O:2][CH3:1])[CH:4]=2)[N:16]2[C:11]=1[CH:12]=[N:13][C:14]([NH:17][C:18]1[CH:23]=[CH:22][C:21]([O:24][CH3:25])=[CH:20][CH:19]=1)=[N:15]2. The catalyst class is: 26. (3) Product: [CH3:8][C:7]1[C:2]([N:22]2[CH:23]=[N:24][C:20]([CH3:19])=[N:21]2)=[N:3][C:4]2[N:5]([N:9]=[CH:10][C:11]=2[C:12]([O:14][C:15]([CH3:18])([CH3:17])[CH3:16])=[O:13])[CH:6]=1. The catalyst class is: 9. Reactant: Cl[C:2]1[C:7]([CH3:8])=[CH:6][N:5]2[N:9]=[CH:10][C:11]([C:12]([O:14][C:15]([CH3:18])([CH3:17])[CH3:16])=[O:13])=[C:4]2[N:3]=1.[CH3:19][C:20]1[N:24]=[CH:23][NH:22][N:21]=1.C(=O)([O-])[O-].[K+].[K+]. (4) Reactant: [CH3:1][O:2][C:3]1[CH:4]=[C:5]([C:9]2([C:21]([OH:23])=O)[CH2:14][CH2:13][N:12]([C:15]3[N:20]=[CH:19][CH:18]=[CH:17][N:16]=3)[CH2:11][CH2:10]2)[CH:6]=[CH:7][CH:8]=1.C(Cl)(=O)C([Cl:27])=O. Product: [ClH:27].[CH3:1][O:2][C:3]1[CH:4]=[C:5]([C:9]2([C:21]([Cl:27])=[O:23])[CH2:14][CH2:13][N:12]([C:15]3[N:20]=[CH:19][CH:18]=[CH:17][N:16]=3)[CH2:11][CH2:10]2)[CH:6]=[CH:7][CH:8]=1. The catalyst class is: 120. (5) Reactant: [C:1]1([C@H:7]2[C@H:16]3[CH2:17][CH2:18][N:19]([C:20]([C@H:22]4[CH2:27][CH2:26][CH2:25][CH2:24][C@H:23]4[NH:28]C(=O)OC(C)(C)C)=[O:21])[C@H:15]3[C:14]3[CH:13]=[CH:12][CH:11]=[CH:10][C:9]=3[NH:8]2)[CH:6]=[CH:5][CH:4]=[CH:3][CH:2]=1.[ClH:36]. Product: [ClH:36].[ClH:36].[C:1]1([C@H:7]2[C@H:16]3[CH2:17][CH2:18][N:19]([C:20]([C@H:22]4[CH2:27][CH2:26][CH2:25][CH2:24][C@H:23]4[NH2:28])=[O:21])[C@H:15]3[C:14]3[CH:13]=[CH:12][CH:11]=[CH:10][C:9]=3[NH:8]2)[CH:6]=[CH:5][CH:4]=[CH:3][CH:2]=1. The catalyst class is: 370. (6) Reactant: C(Cl)(=O)C(Cl)=O.CN(C)C=O.[F:12][CH:13]([F:23])[C:14]1[C:18]([C:19](O)=[O:20])=[CH:17][N:16]([CH3:22])[N:15]=1.[Cl:24][C:25]1[CH:30]=[CH:29][C:28]([C:31]2[CH:36]=[C:35]([F:37])[CH:34]=[CH:33][C:32]=2[NH2:38])=[CH:27][C:26]=1[F:39]. Product: [Cl:24][C:25]1[CH:30]=[CH:29][C:28]([C:31]2[CH:36]=[C:35]([F:37])[CH:34]=[CH:33][C:32]=2[NH:38][C:19]([C:18]2[C:14]([CH:13]([F:23])[F:12])=[N:15][N:16]([CH3:22])[CH:17]=2)=[O:20])=[CH:27][C:26]=1[F:39]. The catalyst class is: 46. (7) Reactant: [C:1]([O:9][CH2:10][CH3:11])(=[O:8])[CH2:2][C:3]([O:5]CC)=O.C[O-].[Na+].[CH2:15]([O:17][C:18](=[O:32])[CH:19]=[CH:20][C:21]1[NH:22][C:23]2[C:28]([CH:29]=1)=[C:27]([Br:30])[CH:26]=[C:25]([F:31])[CH:24]=2)[CH3:16].[NH4+].[Cl-]. Product: [Br:30][C:27]1[C:28]2[CH:29]=[C:21]3[CH:20]([CH2:19][C:18]([O:17][CH2:15][CH3:16])=[O:32])[CH:2]([C:1]([O:9][CH2:10][CH3:11])=[O:8])[C:3](=[O:5])[N:22]3[C:23]=2[CH:24]=[C:25]([F:31])[CH:26]=1. The catalyst class is: 14.